Predict which catalyst facilitates the given reaction. From a dataset of Catalyst prediction with 721,799 reactions and 888 catalyst types from USPTO. Reactant: [N:1]1([C:6]2[CH:39]=[CH:38][C:9]([CH2:10][C:11]3[C:12](Cl)=[N:13][C:14]4[C:19]([C:20]=3[Cl:21])=[CH:18][C:17]([C:22]([C:30]3[CH:35]=[CH:34][C:33]([Cl:36])=[CH:32][CH:31]=3)([C:24]3[CH:25]=[N:26][CH:27]=[CH:28][CH:29]=3)[OH:23])=[CH:16][CH:15]=4)=[CH:8][CH:7]=2)[CH:5]=[CH:4][CH:3]=[N:2]1.[CH3:40][O-:41].[Na+]. Product: [N:1]1([C:6]2[CH:39]=[CH:38][C:9]([CH2:10][C:11]3[C:12]([O:41][CH3:40])=[N:13][C:14]4[C:19]([C:20]=3[Cl:21])=[CH:18][C:17]([C:22]([C:30]3[CH:35]=[CH:34][C:33]([Cl:36])=[CH:32][CH:31]=3)([C:24]3[CH:25]=[N:26][CH:27]=[CH:28][CH:29]=3)[OH:23])=[CH:16][CH:15]=4)=[CH:8][CH:7]=2)[CH:5]=[CH:4][CH:3]=[N:2]1. The catalyst class is: 11.